This data is from Full USPTO retrosynthesis dataset with 1.9M reactions from patents (1976-2016). The task is: Predict the reactants needed to synthesize the given product. (1) Given the product [CH3:13][O:14][C:15]1[CH:16]=[CH:17][C:18]([N:21]2[C:26](=[O:27])[C:25]([CH2:28][C:29]3[CH:34]=[CH:33][C:32]([C:35]4[CH:40]=[CH:39][CH:38]=[CH:37][C:36]=4[C:41]4[NH:3][C:4](=[O:7])[O:5][N:42]=4)=[CH:31][CH:30]=3)=[C:24]([CH2:43][CH2:44][CH3:45])[N:23]=[C:22]2[CH3:46])=[CH:19][CH:20]=1, predict the reactants needed to synthesize it. The reactants are: [Cl-].O[NH3+:3].[C:4](=[O:7])([O-])[OH:5].[Na+].CS(C)=O.[CH3:13][O:14][C:15]1[CH:20]=[CH:19][C:18]([N:21]2[C:26](=[O:27])[C:25]([CH2:28][C:29]3[CH:34]=[CH:33][C:32]([C:35]4[C:36]([C:41]#[N:42])=[CH:37][CH:38]=[CH:39][CH:40]=4)=[CH:31][CH:30]=3)=[C:24]([CH2:43][CH2:44][CH3:45])[N:23]=[C:22]2[CH3:46])=[CH:17][CH:16]=1. (2) Given the product [C:1]([C:4]1[CH:5]=[CH:6][C:7]2[S:11][C:10](=[N:12][C:13](=[O:21])[C:14]3[CH:19]=[CH:18][CH:17]=[C:16]([Cl:20])[CH:15]=3)[N:9]([CH:24]([CH2:29][CH3:30])[C:25]([OH:27])=[O:26])[C:8]=2[CH:22]=1)(=[O:3])[CH3:2], predict the reactants needed to synthesize it. The reactants are: [C:1]([C:4]1[CH:5]=[CH:6][C:7]2[S:11][C:10]([NH:12][C:13](=[O:21])[C:14]3[CH:19]=[CH:18][CH:17]=[C:16]([Cl:20])[CH:15]=3)=[N:9][C:8]=2[CH:22]=1)(=[O:3])[CH3:2].Br[CH:24]([CH2:29][CH3:30])[C:25]([O:27]C)=[O:26].ClC1C=C(C=CC=1)C(NC1SC2C(F)=C(F)C(F)=CC=2N=1)=O.BrCC(OCC)=O.